From a dataset of Reaction yield outcomes from USPTO patents with 853,638 reactions. Predict the reaction yield, written as a fraction of the theoretical maximum amount of product (1.0 means a 100% yield; for example, 0.34 means a 34% yield). (1) The reactants are O=[C:2]([CH:6]1[CH2:10][CH2:9]O[CH2:7]1)[CH2:3][C:4]#[N:5].[OH2:11].[NH2:12][NH2:13]. The catalyst is CC(O)C. The product is [O:11]1[CH2:9][CH2:10][CH:6]([C:2]2[NH:13][N:12]=[C:4]([NH2:5])[CH:3]=2)[CH2:7]1. The yield is 0.854. (2) The reactants are C(O)(C(F)(F)F)=O.C(OC([N:15]1[CH2:18][CH:17]([C:19]([N:21]2[CH2:25][CH2:24][CH2:23][CH2:22]2)=[O:20])[CH2:16]1)=O)(C)(C)C. The catalyst is C(Cl)Cl. The product is [NH:15]1[CH2:16][CH:17]([C:19]([N:21]2[CH2:22][CH2:23][CH2:24][CH2:25]2)=[O:20])[CH2:18]1. The yield is 0.720. (3) The reactants are [CH:1]([N:4]1[CH:8]=[CH:7][C:6]([CH2:9][OH:10])=[N:5]1)([CH3:3])[CH3:2].CC(OI1(OC(C)=O)(OC(C)=O)OC(=O)C2C=CC=CC1=2)=O. The catalyst is C(Cl)Cl. The product is [CH:1]([N:4]1[CH:8]=[CH:7][C:6]([CH:9]=[O:10])=[N:5]1)([CH3:3])[CH3:2]. The yield is 0.610.